Task: Predict the reaction yield, written as a fraction of the theoretical maximum amount of product (1.0 means a 100% yield; for example, 0.34 means a 34% yield).. Dataset: Reaction yield outcomes from USPTO patents with 853,638 reactions (1) The catalyst is CN(C=O)C.C(OCC)(=O)C. The yield is 0.870. The product is [CH3:8][O:9][C:10](=[O:32])[C@H:11]([CH2:13][C:14]1[CH:15]=[CH:16][C:17]([NH:20][C:21]([C:23]2[CH:28]=[C:27]([C:29]#[N:30])[CH:26]=[CH:25][C:24]=2[Cl:31])=[O:22])=[CH:18][CH:19]=1)[NH:12][C:66]([C:61]1([CH2:60][CH2:59][O:58][CH3:57])[CH2:65][CH2:64][CH2:63][CH2:62]1)=[O:67]. The reactants are OC(C(F)(F)F)=O.[CH3:8][O:9][C:10](=[O:32])[C@H:11]([CH2:13][C:14]1[CH:19]=[CH:18][C:17]([NH:20][C:21]([C:23]2[CH:28]=[C:27]([C:29]#[N:30])[CH:26]=[CH:25][C:24]=2[Cl:31])=[O:22])=[CH:16][CH:15]=1)[NH2:12].CN(C(ON1N=NC2C=CC=CC1=2)=[N+](C)C)C.F[P-](F)(F)(F)(F)F.[CH3:57][O:58][CH2:59][CH2:60][C:61]1([C:66](O)=[O:67])[CH2:65][CH2:64][CH2:63][CH2:62]1.C(N(C(C)C)CC)(C)C. (2) The reactants are [CH2:1]([C:6]1[CH:11]=[CH:10][C:9]([S:12]([NH:15][C:16]2([CH2:20][C:21]([O:23][CH2:24][CH3:25])=[O:22])[CH2:19][NH:18][CH2:17]2)(=[O:14])=[O:13])=[CH:8][CH:7]=1)[CH2:2][CH2:3][CH2:4][CH3:5].[CH2:26]=O. The catalyst is C(O)=O. The product is [CH3:26][N:18]1[CH2:19][C:16]([CH2:20][C:21]([O:23][CH2:24][CH3:25])=[O:22])([NH:15][S:12]([C:9]2[CH:8]=[CH:7][C:6]([CH2:1][CH2:2][CH2:3][CH2:4][CH3:5])=[CH:11][CH:10]=2)(=[O:14])=[O:13])[CH2:17]1. The yield is 0.550. (3) The reactants are [C:1]([O:5][C:6]([N:8]1[CH2:13][C:12](=[O:14])[N:11]([C:15]2[CH:20]=[CH:19][CH:18]=[CH:17][C:16]=2[O:21]CC2C=CC=CC=2)[CH2:10][C:9]1([CH3:30])[CH3:29])=[O:7])([CH3:4])([CH3:3])[CH3:2].[H][H]. The catalyst is CO.[C].[Pd]. The product is [C:1]([O:5][C:6]([N:8]1[CH2:13][C:12](=[O:14])[N:11]([C:15]2[CH:20]=[CH:19][CH:18]=[CH:17][C:16]=2[OH:21])[CH2:10][C:9]1([CH3:30])[CH3:29])=[O:7])([CH3:4])([CH3:2])[CH3:3]. The yield is 1.00.